The task is: Predict the reaction yield, written as a fraction of the theoretical maximum amount of product (1.0 means a 100% yield; for example, 0.34 means a 34% yield).. This data is from Reaction yield outcomes from USPTO patents with 853,638 reactions. (1) The reactants are [F:1][C:2]([F:11])([F:10])[C:3]1[CH:9]=[CH:8][C:6]([NH2:7])=[CH:5][CH:4]=1.[N:12]([O-])=O.[Na+].C([O-])(=O)C.[Na+].[C:21]([CH2:24][C:25](=[O:27])[CH3:26])(=[O:23])[CH3:22]. The catalyst is O.Cl.C(O)C. The product is [F:1][C:2]([F:10])([F:11])[C:3]1[CH:9]=[CH:8][C:6]([NH:7][N:12]=[C:24]([C:25](=[O:27])[CH3:26])[C:21](=[O:23])[CH3:22])=[CH:5][CH:4]=1. The yield is 0.310. (2) The reactants are [CH2:1]([O:8][C:9]1[CH:18]=[C:17]2[C:12]([C:13](=O)[N:14]=[CH:15][NH:16]2)=[CH:11][C:10]=1[F:20])[C:2]1[CH:7]=[CH:6][CH:5]=[CH:4][CH:3]=1.P(Cl)(Cl)([Cl:23])=O. No catalyst specified. The product is [CH2:1]([O:8][C:9]1[CH:18]=[C:17]2[C:12]([C:13]([Cl:23])=[N:14][CH:15]=[N:16]2)=[CH:11][C:10]=1[F:20])[C:2]1[CH:7]=[CH:6][CH:5]=[CH:4][CH:3]=1. The yield is 0.710. (3) The reactants are [Br:1][C:2]1[CH:7]=[CH:6][C:5]([NH2:8])=[C:4](I)[CH:3]=1.[CH3:10][C:11]1([CH3:20])[CH2:16][CH2:15][C:14](B(O)O)=[CH:13][CH2:12]1.C([O-])([O-])=O.[Na+].[Na+].CCO. The catalyst is CCOC(C)=O.C1C=CC([P]([Pd]([P](C2C=CC=CC=2)(C2C=CC=CC=2)C2C=CC=CC=2)([P](C2C=CC=CC=2)(C2C=CC=CC=2)C2C=CC=CC=2)[P](C2C=CC=CC=2)(C2C=CC=CC=2)C2C=CC=CC=2)(C2C=CC=CC=2)C2C=CC=CC=2)=CC=1.C1(C)C=CC=CC=1. The product is [Br:1][C:2]1[CH:7]=[CH:6][C:5]([NH2:8])=[C:4]([C:14]2[CH2:15][CH2:16][C:11]([CH3:20])([CH3:10])[CH2:12][CH:13]=2)[CH:3]=1. The yield is 0.660. (4) The reactants are [CH3:1][O:2][C:3](=[O:30])[CH2:4][NH:5][C:6]([C:8]1[C:13]([O:14]CC2C=CC=CC=2)=[CH:12][C:11]([O:22]CC2C=CC=CC=2)=[CH:10][N:9]=1)=[O:7]. The catalyst is CO.[Pd]. The product is [CH3:1][O:2][C:3](=[O:30])[CH2:4][NH:5][C:6]([C:8]1[C:13]([OH:14])=[CH:12][C:11]([OH:22])=[CH:10][N:9]=1)=[O:7]. The yield is 1.00. (5) The yield is 0.591. The product is [CH3:15][C:13]([C:16]1[CH:17]=[C:18]([NH:19][C:7](=[O:9])[C:6]2[CH:10]=[C:2]([Cl:1])[CH:3]=[N:4][C:5]=2[OH:11])[CH:20]=[C:21]([C:23]([CH3:26])([CH3:25])[CH3:24])[CH:22]=1)([CH3:12])[CH3:14]. No catalyst specified. The reactants are [Cl:1][C:2]1[CH:3]=[N:4][C:5]([OH:11])=[C:6]([CH:10]=1)[C:7]([OH:9])=O.[CH3:12][C:13]([C:16]1[CH:17]=[C:18]([CH:20]=[C:21]([C:23]([CH3:26])([CH3:25])[CH3:24])[CH:22]=1)[NH2:19])([CH3:15])[CH3:14]. (6) The reactants are [F:1][C:2]([F:7])([F:6])[C:3]([OH:5])=[O:4].[Cl:8][C:9]1[CH:10]=[C:11]2[C:16](=[CH:17][CH:18]=1)[CH:15]=[C:14]([S:19]([CH2:22][CH2:23][CH2:24][CH2:25][NH:26]C(=O)OC(C)(C)C)(=[O:21])=[O:20])[CH:13]=[CH:12]2. The catalyst is C1(C)C=CC=CC=1. The product is [F:1][C:2]([F:7])([F:6])[C:3]([OH:5])=[O:4].[Cl:8][C:9]1[CH:10]=[C:11]2[C:16](=[CH:17][CH:18]=1)[CH:15]=[C:14]([S:19]([CH2:22][CH2:23][CH2:24][CH2:25][NH2:26])(=[O:20])=[O:21])[CH:13]=[CH:12]2. The yield is 0.930. (7) The reactants are [Cl:1][C:2]1[CH:3]=[CH:4][C:5]([CH2:8][O:9][C:10]2[CH:15]=[CH:14][N+:13]([O-])=[CH:12][CH:11]=2)=[N:6][CH:7]=1.C(N(CC)CC)C.FC(F)(F)C(OC(=O)C(F)(F)F)=[O:27]. The catalyst is C1COCC1. The product is [Cl:1][C:2]1[CH:3]=[CH:4][C:5]([CH2:8][O:9][C:10]2[CH:15]=[CH:14][NH:13][C:12](=[O:27])[CH:11]=2)=[N:6][CH:7]=1. The yield is 0.600.